Dataset: Full USPTO retrosynthesis dataset with 1.9M reactions from patents (1976-2016). Task: Predict the reactants needed to synthesize the given product. (1) Given the product [N+:1]([C:4]1[C:12]([NH2:13])=[CH:11][C:7]2[O:8][CH2:9][O:10][C:6]=2[CH:5]=1)([O-:3])=[O:2], predict the reactants needed to synthesize it. The reactants are: [N+:1]([C:4]1[C:12]([N+:13]([O-])=O)=[CH:11][C:7]2[O:8][CH2:9][O:10][C:6]=2[CH:5]=1)([O-:3])=[O:2]. (2) Given the product [C:7]1([C@@:13]2([CH2:25][NH2:26])[CH2:15][C@H:14]2[CH2:16][O:17][CH2:18][C:19]2[CH:24]=[CH:23][CH:22]=[CH:21][CH:20]=2)[CH:8]=[CH:9][CH:10]=[CH:11][CH:12]=1, predict the reactants needed to synthesize it. The reactants are: [H-].[Al+3].[Li+].[H-].[H-].[H-].[C:7]1([C@@:13]2([C:25]#[N:26])[CH2:15][C@H:14]2[CH2:16][O:17][CH2:18][C:19]2[CH:24]=[CH:23][CH:22]=[CH:21][CH:20]=2)[CH:12]=[CH:11][CH:10]=[CH:9][CH:8]=1.